From a dataset of Aqueous solubility values for 9,982 compounds from the AqSolDB database. Regression/Classification. Given a drug SMILES string, predict its absorption, distribution, metabolism, or excretion properties. Task type varies by dataset: regression for continuous measurements (e.g., permeability, clearance, half-life) or binary classification for categorical outcomes (e.g., BBB penetration, CYP inhibition). For this dataset (solubility_aqsoldb), we predict Y. (1) The compound is CN(C(=S)SSC(=S)N(C)c1ccccc1)c1ccccc1. The Y is -6.26 log mol/L. (2) The drug is COc1cc2c(c(OC)c1OC)-c1ccc(OC)c(=O)cc1[C@@H](NC(C)=O)CC2. The Y is -0.948 log mol/L. (3) The compound is O=C(OCCCl)n1cc(F)c(=O)[nH]c1=O. The Y is -1.91 log mol/L. (4) The molecule is CCCCCCCCCCCC(=O)OCC(C)C. The Y is -7.93 log mol/L. (5) The Y is -3.93 log mol/L. The compound is O=[N+]([O-])c1ccc(NS(=O)(=O)c2ccccc2)cc1. (6) The molecule is CN(C)CCOCCN(C)CCO. The Y is 0.476 log mol/L. (7) The compound is CC1c2nc3ccccc3c(=O)n2CN1Cc1ccccc1. The Y is -4.00 log mol/L. (8) The compound is C1CC(COCC2CO2)CCC1COCC1CO1. The Y is -1.84 log mol/L. (9) The compound is O=C(OCc1ccccc1)c1ccccc1O. The Y is -4.41 log mol/L. (10) The molecule is O=CC(O)C(O)C(O)C(O)C(O)CO. The Y is -0.323 log mol/L.